From a dataset of NCI-60 drug combinations with 297,098 pairs across 59 cell lines. Regression. Given two drug SMILES strings and cell line genomic features, predict the synergy score measuring deviation from expected non-interaction effect. (1) Drug 1: C1=CC=C(C=C1)NC(=O)CCCCCCC(=O)NO. Drug 2: CC1C(C(CC(O1)OC2CC(CC3=C2C(=C4C(=C3O)C(=O)C5=CC=CC=C5C4=O)O)(C(=O)C)O)N)O. Cell line: ACHN. Synergy scores: CSS=55.0, Synergy_ZIP=-3.03, Synergy_Bliss=-1.62, Synergy_Loewe=-16.0, Synergy_HSA=1.39. (2) Drug 1: CN(C)C1=NC(=NC(=N1)N(C)C)N(C)C. Drug 2: CC1C(C(CC(O1)OC2CC(CC3=C2C(=C4C(=C3O)C(=O)C5=CC=CC=C5C4=O)O)(C(=O)C)O)N)O. Cell line: RPMI-8226. Synergy scores: CSS=34.1, Synergy_ZIP=-1.93, Synergy_Bliss=-4.14, Synergy_Loewe=-15.5, Synergy_HSA=-2.24. (3) Drug 1: C1=NC2=C(N=C(N=C2N1C3C(C(C(O3)CO)O)F)Cl)N. Drug 2: CCC1(C2=C(COC1=O)C(=O)N3CC4=CC5=C(C=CC(=C5CN(C)C)O)N=C4C3=C2)O.Cl. Cell line: HCT116. Synergy scores: CSS=64.0, Synergy_ZIP=-0.268, Synergy_Bliss=-0.0396, Synergy_Loewe=-6.88, Synergy_HSA=2.30.